Dataset: Peptide-MHC class II binding affinity with 134,281 pairs from IEDB. Task: Regression. Given a peptide amino acid sequence and an MHC pseudo amino acid sequence, predict their binding affinity value. This is MHC class II binding data. (1) The peptide sequence is ALRWNLQMGHSVLPK. The MHC is DRB1_0301 with pseudo-sequence DRB1_0301. The binding affinity (normalized) is 0.208. (2) The peptide sequence is QAYAATVAAAPQVKY. The MHC is HLA-DPA10103-DPB10401 with pseudo-sequence HLA-DPA10103-DPB10401. The binding affinity (normalized) is 0.167.